Predict the product of the given reaction. From a dataset of Forward reaction prediction with 1.9M reactions from USPTO patents (1976-2016). (1) Given the reactants [Cl:1][C:2]1[CH:3]=[C:4]([CH:14]=[CH:15][C:16]=1[Cl:17])[CH2:5][N:6]1[CH2:11][CH2:10][O:9][CH:8]([CH2:12][NH2:13])[CH2:7]1.[CH3:18][C:19]1[N:23]([C:24]2[CH:29]=[CH:28][CH:27]=[CH:26][CH:25]=2)[N:22]=[CH:21][C:20]=1[CH2:30][C:31](O)=[O:32], predict the reaction product. The product is: [Cl:1][C:2]1[CH:3]=[C:4]([CH:14]=[CH:15][C:16]=1[Cl:17])[CH2:5][N:6]1[CH2:11][CH2:10][O:9][CH:8]([CH2:12][NH:13][C:31](=[O:32])[CH2:30][C:20]2[CH:21]=[N:22][N:23]([C:24]3[CH:29]=[CH:28][CH:27]=[CH:26][CH:25]=3)[C:19]=2[CH3:18])[CH2:7]1. (2) The product is: [CH3:1][O:2][C:3]1[CH:38]=[C:37]([O:39][CH3:40])[CH:36]=[CH:35][C:4]=1[CH2:5][N:6]([C:30]1[S:34][N:33]=[CH:32][N:31]=1)[S:7]([C:10]1[C:28]([F:29])=[CH:27][C:13]2[N:14]([C@@H:18]([C:20]3[CH:25]=[CH:24][CH:23]=[CH:22][C:21]=3[C:42]3([OH:41])[CH2:43][N:44]([C:46]([O:48][C:49]([CH3:51])([CH3:50])[CH3:52])=[O:47])[CH2:45]3)[CH3:19])[C:15](=[O:17])[O:16][C:12]=2[CH:11]=1)(=[O:9])=[O:8]. Given the reactants [CH3:1][O:2][C:3]1[CH:38]=[C:37]([O:39][CH3:40])[CH:36]=[CH:35][C:4]=1[CH2:5][N:6]([C:30]1[S:34][N:33]=[CH:32][N:31]=1)[S:7]([C:10]1[C:28]([F:29])=[CH:27][C:13]2[N:14]([C@@H:18]([C:20]3[CH:25]=[CH:24][CH:23]=[CH:22][C:21]=3I)[CH3:19])[C:15](=[O:17])[O:16][C:12]=2[CH:11]=1)(=[O:9])=[O:8].[O:41]=[C:42]1[CH2:45][N:44]([C:46]([O:48][C:49]([CH3:52])([CH3:51])[CH3:50])=[O:47])[CH2:43]1, predict the reaction product.